From a dataset of Reaction yield outcomes from USPTO patents with 853,638 reactions. Predict the reaction yield, written as a fraction of the theoretical maximum amount of product (1.0 means a 100% yield; for example, 0.34 means a 34% yield). (1) The reactants are [Br:1][C:2]1[CH:10]=[C:9]2[C:5]([C:6]([C:11]3[NH:15][C:14]4[CH:16]=[CH:17][CH:18]=[C:19]([N:20]5[CH2:25][CH2:24][N:23]([CH3:26])[CH2:22][CH2:21]5)[C:13]=4[N:12]=3)=[N:7][NH:8]2)=[CH:4][CH:3]=1.[CH3:27][C:28]([O:31][C:32](O[C:32]([O:31][C:28]([CH3:30])([CH3:29])[CH3:27])=[O:33])=[O:33])([CH3:30])[CH3:29]. The catalyst is C(#N)C.CN(C1C=CN=CC=1)C. The product is [Br:1][C:2]1[CH:10]=[C:9]2[C:5]([C:6]([C:11]3[N:15]([C:32]([O:31][C:28]([CH3:30])([CH3:29])[CH3:27])=[O:33])[C:14]4[CH:16]=[CH:17][CH:18]=[C:19]([N:20]5[CH2:25][CH2:24][N:23]([CH3:26])[CH2:22][CH2:21]5)[C:13]=4[N:12]=3)=[N:7][N:8]2[C:32]([O:31][C:28]([CH3:30])([CH3:29])[CH3:27])=[O:33])=[CH:4][CH:3]=1. The yield is 0.239. (2) The reactants are C([C:3]1[CH:8]=[CH:7][C:6](C2C=CC=CC=2)=[CH:5][C:4]=1[CH2:15][NH:16][C:17](=[O:24])[C:18]1[CH:23]=[CH:22][CH:21]=[CH:20][CH:19]=1)=O.[C:25]1([CH3:31])[CH:30]=[CH:29][CH:28]=[CH:27][CH:26]=1.[CH2:32]([OH:35])[CH2:33][OH:34]. The catalyst is C1(C)C=CC(S(O)(=O)=O)=CC=1.O. The product is [O:34]1[CH2:33][CH2:32][O:35][CH:31]1[C:25]1[CH:30]=[CH:29][C:28]([C:6]2[CH:7]=[CH:8][CH:3]=[C:4]([CH2:15][NH:16][C:17](=[O:24])[C:18]3[CH:23]=[CH:22][CH:21]=[CH:20][CH:19]=3)[CH:5]=2)=[CH:27][CH:26]=1. The yield is 1.00. (3) The reactants are CO[N:3]1[CH:8]=[CH:7][CH:6]=[C:5]([S:9]([C:12]2[NH:13][C:14]3[C:19]([CH:20]=2)=[CH:18][CH:17]=[CH:16][CH:15]=3)(=[O:11])=[O:10])[NH:4]1.Cl.[O:22]1CCOCC1. No catalyst specified. The product is [NH:13]1[C:14]2[C:19](=[CH:18][CH:17]=[CH:16][CH:15]=2)[CH:20]=[C:12]1[S:9]([C:5]1[CH:6]=[CH:7][C:8](=[O:22])[NH:3][N:4]=1)(=[O:11])=[O:10]. The yield is 0.370. (4) The reactants are [CH2:1]([O:8][C:9]1[CH:14]=[CH:13][C:12]([CH:15]([NH:26][CH2:27][CH:28]([O:31][CH3:32])[O:29][CH3:30])[CH2:16][C:17]2[CH:22]=[CH:21][CH:20]=[C:19](OCC)[CH:18]=2)=[CH:11][C:10]=1[O:33][CH3:34])[C:2]1[CH:7]=[CH:6][CH:5]=[CH:4][CH:3]=1.[C:35](=O)([O-])[O-].[K+].[K+].Cl[C:42]([O:44][CH2:45][CH3:46])=[O:43].C(OCC)(=O)C.CCCCCC. The catalyst is O1CCCC1.O.C(OCC)C. The product is [CH2:45]([O:44][C:42](=[O:43])[N:26]([CH:15]([C:12]1[CH:13]=[CH:14][C:9]([O:8][CH2:1][C:2]2[CH:7]=[CH:6][CH:5]=[CH:4][CH:3]=2)=[C:10]([O:33][CH2:34][CH3:35])[CH:11]=1)[CH2:16][C:17]1[CH:22]=[CH:21][CH:20]=[CH:19][CH:18]=1)[CH2:27][CH:28]([O:29][CH3:30])[O:31][CH3:32])[CH3:46]. The yield is 0.560. (5) The reactants are [NH2:1][C@H:2]([C:6]1[CH:11]=[CH:10][C:9]([Br:12])=[CH:8][CH:7]=1)[CH2:3][CH2:4][OH:5].[C:13]([O:17][C:18]([NH:20][C:21]1([C:36](O)=[O:37])[CH2:26][CH2:25][N:24]([C:27]2[C:28]3[CH:35]=[CH:34][NH:33][C:29]=3[N:30]=[CH:31][N:32]=2)[CH2:23][CH2:22]1)=[O:19])([CH3:16])([CH3:15])[CH3:14].CCN(C(C)C)C(C)C.F[P-](F)(F)(F)(F)F.N1(OC(N(C)C)=[N+](C)C)C2N=CC=CC=2N=N1. The catalyst is CC(N(C)C)=O. The product is [Br:12][C:9]1[CH:8]=[CH:7][C:6]([C@@H:2]([NH:1][C:36]([C:21]2([NH:20][C:18](=[O:19])[O:17][C:13]([CH3:15])([CH3:14])[CH3:16])[CH2:22][CH2:23][N:24]([C:27]3[C:28]4[CH:35]=[CH:34][NH:33][C:29]=4[N:30]=[CH:31][N:32]=3)[CH2:25][CH2:26]2)=[O:37])[CH2:3][CH2:4][OH:5])=[CH:11][CH:10]=1. The yield is 0.445. (6) The reactants are C(OC(=O)[NH:7][CH2:8][CH:9]=[CH:10][CH2:11][NH:12][C:13](=[O:33])[CH2:14][CH2:15][CH2:16][CH2:17][CH:18]([C:26]1[CH:31]=[CH:30][C:29]([F:32])=[CH:28][CH:27]=1)[C:19]1[CH:24]=[CH:23][C:22]([F:25])=[CH:21][CH:20]=1)(C)(C)C.C(O)(C(F)(F)F)=O. The catalyst is C(Cl)Cl. The product is [NH2:7][CH2:8][CH:9]=[CH:10][CH2:11][NH:12][C:13](=[O:33])[CH2:14][CH2:15][CH2:16][CH2:17][CH:18]([C:26]1[CH:31]=[CH:30][C:29]([F:32])=[CH:28][CH:27]=1)[C:19]1[CH:24]=[CH:23][C:22]([F:25])=[CH:21][CH:20]=1. The yield is 1.00. (7) The reactants are [CH2:1]([N:8]1[C:12](=[O:13])[N:11]([C:14]2[CH:15]=[N:16][N:17]([CH2:19][C:20]3[C:21]([CH3:26])=[N:22][O:23][C:24]=3[CH3:25])[CH:18]=2)[C:10](=[O:27])[NH:9]1)[C:2]1[CH:7]=[CH:6][CH:5]=[CH:4][CH:3]=1.Br[CH2:29][CH2:30][CH3:31]. No catalyst specified. The product is [CH2:1]([N:8]1[C:12](=[O:13])[N:11]([C:14]2[CH:15]=[N:16][N:17]([CH2:19][C:20]3[C:21]([CH3:26])=[N:22][O:23][C:24]=3[CH3:25])[CH:18]=2)[C:10](=[O:27])[N:9]1[CH2:29][CH2:30][CH3:31])[C:2]1[CH:3]=[CH:4][CH:5]=[CH:6][CH:7]=1. The yield is 0.380.